Predict the reactants needed to synthesize the given product. From a dataset of Full USPTO retrosynthesis dataset with 1.9M reactions from patents (1976-2016). (1) Given the product [CH:1]1([C:26]2[C:27]([O:40][CH2:41][CH:42]3[CH2:48][CH2:47][CH:46]4[CH:44]([C:45]4([F:50])[F:49])[CH2:43]3)=[CH:28][C:29]([F:39])=[C:30]([CH:38]=2)[C:31]([O:33][C:34]([CH3:37])([CH3:36])[CH3:35])=[O:32])[CH2:7][CH2:6]1, predict the reactants needed to synthesize it. The reactants are: [C:1]12(COC3C(Cl)=CC(C(OC(C)(C)C)=O)=C(F)C=3)[CH2:7][CH:6]1CCCC2.Cl[C:26]1[C:27]([O:40][CH2:41][CH:42]2[CH2:48][CH2:47][CH:46]3[CH:44]([C:45]3([F:50])[F:49])[CH2:43]2)=[CH:28][C:29]([F:39])=[C:30]([CH:38]=1)[C:31]([O:33][C:34]([CH3:37])([CH3:36])[CH3:35])=[O:32]. (2) The reactants are: [Br:1]Br.[F:3][CH:4]([F:19])[O:5][C:6]1[N:10]([CH3:11])[N:9]=[C:8]([C:12]2[CH:17]=[CH:16][C:15]([F:18])=[CH:14][CH:13]=2)[CH:7]=1. Given the product [Br:1][C:7]1[C:8]([C:12]2[CH:17]=[CH:16][C:15]([F:18])=[CH:14][CH:13]=2)=[N:9][N:10]([CH3:11])[C:6]=1[O:5][CH:4]([F:3])[F:19], predict the reactants needed to synthesize it.